From a dataset of Catalyst prediction with 721,799 reactions and 888 catalyst types from USPTO. Predict which catalyst facilitates the given reaction. (1) Product: [NH2:13][C:10]1[C:9]([O:14][CH2:15][CH:16]2[CH2:21][CH2:20][N:19]([C:25]3[N:24]=[C:23]([Cl:22])[N:28]=[C:27]([C:29]([O:31][CH3:32])=[O:30])[CH:26]=3)[CH2:18][CH2:17]2)=[CH:8][C:7]([C:6]2[N:2]([CH3:1])[N:3]=[N:4][CH:5]=2)=[CH:12][N:11]=1. Reactant: [CH3:1][N:2]1[C:6]([C:7]2[CH:8]=[C:9]([O:14][CH2:15][CH:16]3[CH2:21][CH2:20][NH:19][CH2:18][CH2:17]3)[C:10]([NH2:13])=[N:11][CH:12]=2)=[CH:5][N:4]=[N:3]1.[Cl:22][C:23]1[N:28]=[C:27]([C:29]([O:31][CH3:32])=[O:30])[CH:26]=[C:25](Cl)[N:24]=1.CCN(C(C)C)C(C)C.CCOC(C)=O. The catalyst class is: 92. (2) Reactant: [NH2:1][CH2:2][CH2:3][O:4][C:5]1[CH:28]=[CH:27][C:8]([NH:9][CH:10]2[CH2:15][CH2:14][N:13]([C:16]([NH:18][CH2:19][C:20]3[CH:25]=[CH:24][C:23]([F:26])=[CH:22][CH:21]=3)=[O:17])[CH2:12][CH2:11]2)=[CH:7][CH:6]=1.C([Si]([O:46][C:47]1[CH:52]=[CH:51][C:50]([O:53][CH2:54][CH:55]2[CH2:57][O:56]2)=[CH:49][CH:48]=1)(C1C=CC=CC=1)C1C=CC=CC=1)(C)(C)C. Product: [F:26][C:23]1[CH:22]=[CH:21][C:20]([CH2:19][NH:18][C:16]([N:13]2[CH2:14][CH2:15][CH:10]([NH:9][C:8]3[CH:7]=[CH:6][C:5]([O:4][CH2:3][CH2:2][NH:1][CH2:57][C@H:55]([OH:56])[CH2:54][O:53][C:50]4[CH:51]=[CH:52][C:47]([OH:46])=[CH:48][CH:49]=4)=[CH:28][CH:27]=3)[CH2:11][CH2:12]2)=[O:17])=[CH:25][CH:24]=1. The catalyst class is: 147.